This data is from Full USPTO retrosynthesis dataset with 1.9M reactions from patents (1976-2016). The task is: Predict the reactants needed to synthesize the given product. (1) Given the product [CH3:1][O:2][C:3](=[O:31])[CH:4]([C:16]1[CH:21]=[CH:20][C:19]([O:22][C:23]2[CH:28]=[CH:27][C:26]([CH:29]=[C:36]3[S:32][C:33](=[O:38])[NH:34][C:35]3=[O:37])=[CH:25][CH:24]=2)=[CH:18][CH:17]=1)[CH2:5][C:6]1[CH:11]=[C:10]([O:12][CH3:13])[CH:9]=[C:8]([O:14][CH3:15])[CH:7]=1, predict the reactants needed to synthesize it. The reactants are: [CH3:1][O:2][C:3](=[O:31])[CH:4]([C:16]1[CH:21]=[CH:20][C:19]([O:22][C:23]2[CH:28]=[CH:27][C:26]([CH:29]=O)=[CH:25][CH:24]=2)=[CH:18][CH:17]=1)[CH2:5][C:6]1[CH:11]=[C:10]([O:12][CH3:13])[CH:9]=[C:8]([O:14][CH3:15])[CH:7]=1.[S:32]1[CH2:36][C:35](=[O:37])[NH:34][C:33]1=[O:38].C(O)(=O)C1C=CC=CC=1.N1CCCCC1. (2) Given the product [Cl:1][C:2]1[CH:3]=[CH:4][C:5]([O:15][CH3:16])=[C:6]([C:8]2[C:12]([NH:13][C:26]([C:19]3[CH:18]=[N:17][N:21]4[CH:22]=[CH:23][CH:24]=[N:25][C:20]=34)=[O:27])=[CH:11][N:10]([CH3:14])[N:9]=2)[CH:7]=1, predict the reactants needed to synthesize it. The reactants are: [Cl:1][C:2]1[CH:3]=[CH:4][C:5]([O:15][CH3:16])=[C:6]([C:8]2[C:12]([NH2:13])=[CH:11][N:10]([CH3:14])[N:9]=2)[CH:7]=1.[N:17]1[N:21]2[CH:22]=[CH:23][CH:24]=[N:25][C:20]2=[C:19]([C:26](O)=[O:27])[CH:18]=1.F[P-](F)(F)(F)(F)F.N1(O[P+](N2CCCC2)(N2CCCC2)N2CCCC2)C2N=CC=CC=2N=N1.C(N(CC)C(C)C)(C)C. (3) Given the product [CH3:31][O:30][C:23]1[C:24]([CH3:29])=[C:25]2[C:20](=[CH:21][C:22]=1[O:32][CH3:33])[NH:19][C:18]([N:14]1[CH2:13][CH2:12][CH:11]([CH2:10][CH2:9][N:5]3[CH2:6][CH2:7][CH2:8][CH:4]3[CH2:3][O:2][CH3:1])[CH2:16][CH2:15]1)=[N:27][C:26]2=[O:28], predict the reactants needed to synthesize it. The reactants are: [CH3:1][O:2][CH2:3][C@@H:4]1[CH2:8][CH2:7][CH2:6][N:5]1[CH2:9][CH2:10][CH:11]1[CH2:16][CH2:15][NH:14][CH2:13][CH2:12]1.Cl[C:18]1[NH:27][C:26](=[O:28])[C:25]2[C:20](=[CH:21][C:22]([O:32][CH3:33])=[C:23]([O:30][CH3:31])[C:24]=2[CH3:29])[N:19]=1.CCO.C(Cl)Cl.[K+].[Br-]. (4) Given the product [CH3:16][O:15][C:12]1[CH:13]=[C:14]2[C:9](=[CH:10][C:11]=1[O:17][CH3:18])[N:8]=[CH:7][CH:6]=[C:5]2[O:4][C:3]1[CH:19]=[CH:20][C:21]([CH3:23])=[CH:22][C:2]=1[C:35](=[O:40])[C:36]([CH3:39])([CH3:38])[CH3:37], predict the reactants needed to synthesize it. The reactants are: Br[C:2]1[CH:22]=[C:21]([CH3:23])[CH:20]=[CH:19][C:3]=1[O:4][C:5]1[C:14]2[C:9](=[CH:10][C:11]([O:17][CH3:18])=[C:12]([O:15][CH3:16])[CH:13]=2)[N:8]=[CH:7][CH:6]=1.C([Li])CCC.CCCCCC.[C:35](Cl)(=[O:40])[C:36]([CH3:39])([CH3:38])[CH3:37].O. (5) Given the product [CH3:11][C:9]1[N:8]([C:12]2[CH:13]=[C:14]([C:18]3[CH:23]=[CH:22][CH:21]=[CH:20][C:19]=3[O:24][C:25]([F:27])([F:28])[F:26])[CH:15]=[CH:16][CH:17]=2)[N:7]=[C:6]([CH:4]=[O:3])[CH:10]=1, predict the reactants needed to synthesize it. The reactants are: C([O:3][C:4]([C:6]1[CH:10]=[C:9]([CH3:11])[N:8]([C:12]2[CH:13]=[C:14]([C:18]3[CH:23]=[CH:22][CH:21]=[CH:20][C:19]=3[O:24][C:25]([F:28])([F:27])[F:26])[CH:15]=[CH:16][CH:17]=2)[N:7]=1)=O)C.CC(C[AlH]CC(C)C)C.C1(C)C=CC=CC=1. (6) Given the product [CH3:1][O:2][C:3]1[CH:10]=[CH:9][CH:8]=[CH:7][C:4]=1[CH2:5][N:6]=[C:11]=[S:12], predict the reactants needed to synthesize it. The reactants are: [CH3:1][O:2][C:3]1[CH:10]=[CH:9][CH:8]=[CH:7][C:4]=1[CH2:5][NH2:6].[C:11](Cl)(Cl)=[S:12].O. (7) Given the product [Cl:50][C:34]1[CH:33]=[C:32]([NH:54][C:53]2[CH:55]=[CH:56][C:57]([F:59])=[CH:58][C:52]=2[Cl:51])[CH:37]=[CH:36][C:35]=1[C:38]([C:40]1[CH:45]=[C:44]([N+:46]([O-:48])=[O:47])[CH:43]=[CH:42][C:41]=1[CH3:49])=[O:39], predict the reactants needed to synthesize it. The reactants are: ClC1C=C(NC2C=CC(C(F)(F)F)=CC=2)C=CC=1C(C1C=C([N+]([O-])=O)C=CC=1C)=O.Br[C:32]1[CH:37]=[CH:36][C:35]([C:38]([C:40]2[CH:45]=[C:44]([N+:46]([O-:48])=[O:47])[CH:43]=[CH:42][C:41]=2[CH3:49])=[O:39])=[C:34]([Cl:50])[CH:33]=1.[Cl:51][C:52]1[CH:58]=[C:57]([F:59])[CH:56]=[CH:55][C:53]=1[NH2:54]. (8) Given the product [Cl:38][C:6]1[CH:5]=[N+:4]([O-:39])[CH:3]=[C:2]([Cl:1])[C:7]=1[CH2:8][C@@H:9]([C:23]1[CH:28]=[CH:27][C:26]([O:29][CH:30]([F:31])[F:32])=[C:25]([O:33][CH2:34][CH:35]2[CH2:37][CH2:36]2)[CH:24]=1)[O:10][C:11]([S:40][C:41]1[CH:42]=[CH:43][C:44]([NH:47][S:48]([CH3:51])(=[O:50])=[O:49])=[CH:45][CH:46]=1)=[O:12], predict the reactants needed to synthesize it. The reactants are: [Cl:1][C:2]1[CH:3]=[N+:4]([O-:39])[CH:5]=[C:6]([Cl:38])[C:7]=1[CH2:8][C@@H:9]([C:23]1[CH:28]=[CH:27][C:26]([O:29][CH:30]([F:32])[F:31])=[C:25]([O:33][CH2:34][CH:35]2[CH2:37][CH2:36]2)[CH:24]=1)[O:10][C:11](OC1C=CC([N+]([O-])=O)=CC=1)=[O:12].[SH:40][C:41]1[CH:46]=[CH:45][C:44]([NH:47][S:48]([CH3:51])(=[O:50])=[O:49])=[CH:43][CH:42]=1.